Dataset: Catalyst prediction with 721,799 reactions and 888 catalyst types from USPTO. Task: Predict which catalyst facilitates the given reaction. (1) Reactant: [C:1]([N:8]1[CH2:13][CH2:12][CH2:11][CH2:10][CH2:9]1)([O:3][C:4]([CH3:7])([CH3:6])[CH3:5])=[O:2].CN(CCN(C)C)C.[Li]C(CC)C.CN([CH:30]=[O:31])C. Product: [C:1]([N:8]1[CH2:9][CH2:10][CH2:11][CH2:12][CH:13]1[CH:30]=[O:31])([O:3][C:4]([CH3:7])([CH3:6])[CH3:5])=[O:2]. The catalyst class is: 28. (2) Reactant: [OH-].[K+].[F:3][C:4]1[CH:12]=[CH:11][CH:10]=[C:9]2[C:5]=1[C:6]([NH2:13])=[N:7][NH:8]2.[C:14]([C:16]1[CH:17]=[C:18]([CH:21]=[CH:22][CH:23]=1)[CH2:19]Br)#[N:15].O. Product: [NH2:13][C:6]1[C:5]2[C:9](=[CH:10][CH:11]=[CH:12][C:4]=2[F:3])[N:8]([CH2:19][C:18]2[CH:17]=[C:16]([CH:23]=[CH:22][CH:21]=2)[C:14]#[N:15])[N:7]=1. The catalyst class is: 16. (3) Reactant: [CH3:1][Si]([N-][Si](C)(C)C)(C)C.[K+].[C:11]1([S:17]([N:20]2[CH2:24][CH2:23][CH2:22][CH:21]2[CH:25]=O)(=[O:19])=[O:18])[CH:16]=[CH:15][CH:14]=[CH:13][CH:12]=1.Cl. Product: [C:11]1([S:17]([N:20]2[CH2:24][CH2:23][CH2:22][CH:21]2[CH:25]=[CH2:1])(=[O:19])=[O:18])[CH:16]=[CH:15][CH:14]=[CH:13][CH:12]=1. The catalyst class is: 307. (4) Reactant: [OH:1][CH2:2][CH:3]([NH:14]C(=O)OC(C)(C)C)[C:4]1[CH:9]=[CH:8][CH:7]=[C:6]([C:10]([F:13])([F:12])[F:11])[CH:5]=1.[Cl:22]S([N:26]=[C:27]=[O:28])(=O)=O.O.C(=O)([O-])O.[Na+]. Product: [ClH:22].[C:27](=[O:28])([O:1][CH2:2][CH:3]([NH2:14])[C:4]1[CH:9]=[CH:8][CH:7]=[C:6]([C:10]([F:11])([F:12])[F:13])[CH:5]=1)[NH2:26]. The catalyst class is: 10. (5) Reactant: Br[CH2:2][C:3]1[CH:8]=[C:7]([OH:9])[CH:6]=[CH:5][C:4]=1[S:10]([NH:13][C:14]1[CH:15]=[CH:16][C:17]2[CH2:21][O:20][B:19]([OH:22])[C:18]=2[CH:23]=1)(=[O:12])=[O:11].[CH3:24][C:25]([O-:27])=[O:26].[Na+]. Product: [OH:9][C:7]1[CH:6]=[CH:5][C:4]([S:10](=[O:12])(=[O:11])[NH:13][C:14]2[CH:15]=[CH:16][C:17]3[CH2:21][O:20][B:19]([OH:22])[C:18]=3[CH:23]=2)=[C:3]([CH:8]=1)[CH2:2][O:27][C:25](=[O:26])[CH3:24]. The catalyst class is: 52. (6) Reactant: [C:1]([Si:5]([CH3:18])([CH3:17])[O:6][CH:7]1[CH2:12][CH2:11][C:10]([CH3:16])(C(O)=O)[CH2:9][CH2:8]1)([CH3:4])([CH3:3])[CH3:2].C([N:21]([CH2:24]C)CC)C.C1(P(N=[N+]=[N-])(C2C=CC=CC=2)=[O:33])C=CC=CC=1.[CH2:43]([OH:50])[C:44]1[CH:49]=[CH:48][CH:47]=[CH:46][CH:45]=1. Product: [CH2:43]([O:50][C:24](=[O:33])[NH:21][C:10]1([CH3:16])[CH2:9][CH2:8][CH:7]([O:6][Si:5]([C:1]([CH3:2])([CH3:3])[CH3:4])([CH3:17])[CH3:18])[CH2:12][CH2:11]1)[C:44]1[CH:49]=[CH:48][CH:47]=[CH:46][CH:45]=1. The catalyst class is: 11. (7) Reactant: [O:1]=[C:2]1[N:7]([C:8]2[CH:13]=[CH:12][CH:11]=[CH:10][CH:9]=2)[C:6]([C:14]2[CH:15]=[N:16][CH:17]=[CH:18][CH:19]=2)=[N:5][CH:4]=[C:3]1[C:20]([OH:22])=[O:21].[I-].ClC1C=CC=C[N+]=1C.[C:32]1(=O)[CH2:37][CH2:36][CH2:35][CH2:34][C:33]1=[O:38].C(N(CC)CC)C. Product: [O:1]=[C:2]1[N:7]([C:8]2[CH:9]=[CH:10][CH:11]=[CH:12][CH:13]=2)[C:6]([C:14]2[CH:15]=[N:16][CH:17]=[CH:18][CH:19]=2)=[N:5][CH:4]=[C:3]1[C:20]([O:22][C:37]1[CH2:36][CH2:35][CH2:34][C:33](=[O:38])[CH:32]=1)=[O:21]. The catalyst class is: 4. (8) Reactant: [Si:1]([O:8][CH:9]1[CH2:12][C:11](=[O:13])[CH2:10]1)([C:4]([CH3:7])([CH3:6])[CH3:5])([CH3:3])[CH3:2].[BH4-].[Na+].Cl. Product: [Si:1]([O:8][C@@H:9]1[CH2:12][C@H:11]([OH:13])[CH2:10]1)([C:4]([CH3:7])([CH3:6])[CH3:5])([CH3:3])[CH3:2]. The catalyst class is: 5.